Task: Regression. Given a peptide amino acid sequence and an MHC pseudo amino acid sequence, predict their binding affinity value. This is MHC class I binding data.. Dataset: Peptide-MHC class I binding affinity with 185,985 pairs from IEDB/IMGT The peptide sequence is KLWASFFQG. The MHC is HLA-B51:01 with pseudo-sequence HLA-B51:01. The binding affinity (normalized) is 0.0847.